This data is from CYP1A2 inhibition data for predicting drug metabolism from PubChem BioAssay. The task is: Regression/Classification. Given a drug SMILES string, predict its absorption, distribution, metabolism, or excretion properties. Task type varies by dataset: regression for continuous measurements (e.g., permeability, clearance, half-life) or binary classification for categorical outcomes (e.g., BBB penetration, CYP inhibition). Dataset: cyp1a2_veith. (1) The molecule is CC(=O)OC[C@@H]1O[C@H](C/C=N\OC[C@@H](O)[C@H]2O[C@H]3OC(C)(C)O[C@H]3[C@@H]2O)C=C[C@@H]1OC(C)=O. The result is 0 (non-inhibitor). (2) The drug is CC(=O)OC[C@H]1O[C@@H](O/N=C(\C)CCN2CCCc3nc(C)c(C)cc32)[C@H](OC(C)=O)[C@@H](OC(C)=O)[C@H]1OC(C)=O. The result is 0 (non-inhibitor). (3) The compound is CN1CCN(c2nc(-c3ccccc3C(F)(F)F)nc3ccccc23)CC1. The result is 1 (inhibitor).